This data is from Reaction yield outcomes from USPTO patents with 853,638 reactions. The task is: Predict the reaction yield, written as a fraction of the theoretical maximum amount of product (1.0 means a 100% yield; for example, 0.34 means a 34% yield). (1) The reactants are C(OC([NH:7][N:8]([CH2:16][C@@H:17]1[CH:21]=[CH:20][CH2:19][N:18]1[C:22](=[O:29])[C:23]1[CH:28]=[CH:27][CH:26]=[CH:25][CH:24]=1)[C:9]([O:11][C:12]([CH3:15])([CH3:14])[CH3:13])=[O:10])=O)C=C.C1([SiH3])C=CC=CC=1. The catalyst is ClCCl.C1C=CC([P]([Pd]([P](C2C=CC=CC=2)(C2C=CC=CC=2)C2C=CC=CC=2)([P](C2C=CC=CC=2)(C2C=CC=CC=2)C2C=CC=CC=2)[P](C2C=CC=CC=2)(C2C=CC=CC=2)C2C=CC=CC=2)(C2C=CC=CC=2)C2C=CC=CC=2)=CC=1. The product is [C:12]([O:11][C:9]([N:8]([CH2:16][C@@H:17]1[CH:21]=[CH:20][CH2:19][N:18]1[C:22](=[O:29])[C:23]1[CH:24]=[CH:25][CH:26]=[CH:27][CH:28]=1)[NH2:7])=[O:10])([CH3:15])([CH3:13])[CH3:14]. The yield is 0.740. (2) The catalyst is I.C(Cl)(Cl)Cl.C(O)(C)C. The product is [CH3:1][C:2]1[NH:3][CH:4]=[N:5][C:6]=1[CH2:7][C:9]1[CH:10]=[CH:11][CH:12]=[C:13]2[C:18]=1[N:17]=[CH:16][CH:15]=[CH:14]2. The reactants are [CH3:1][C:2]1[N:3]=[CH:4][N:5](C(C2C=CC=CC=2)(C2C=CC=CC=2)C2C=CC=CC=2)[C:6]=1[CH:7]([C:9]1[CH:10]=[CH:11][CH:12]=[C:13]2[C:18]=1[N:17]=[CH:16][CH:15]=[CH:14]2)O.[OH-].[Na+]. The yield is 0.710. (3) The reactants are O.O.Cl[Sn]Cl.[CH2:6]([O:13][C:14]1[C:15]([Cl:24])=[CH:16][C:17]([N+:21]([O-])=O)=[C:18]([OH:20])[CH:19]=1)[C:7]1[CH:12]=[CH:11][CH:10]=[CH:9][CH:8]=1. The catalyst is C(O)C. The product is [NH2:21][C:17]1[CH:16]=[C:15]([Cl:24])[C:14]([O:13][CH2:6][C:7]2[CH:12]=[CH:11][CH:10]=[CH:9][CH:8]=2)=[CH:19][C:18]=1[OH:20]. The yield is 0.780. (4) The reactants are [H-].[Na+].[CH:3]1([S:6]([NH2:9])(=[O:8])=[O:7])[CH2:5][CH2:4]1.[F:10][C:11]1[C:20]2[NH:19][CH:18]([C:21]3[CH:26]=[CH:25][CH:24]=[C:23]([N:27]4[CH2:32][CH2:31][O:30][CH2:29][CH2:28]4)[CH:22]=3)[C:17]([CH3:34])([CH3:33])[CH2:16][C:15]=2[C:14]([C:35](O)=[O:36])=[CH:13][CH:12]=1.C(N1C=CN=C1)(N1C=CN=C1)=O. The catalyst is CN(C)C=O. The product is [F:10][C:11]1[C:20]2[NH:19][CH:18]([C:21]3[CH:26]=[CH:25][CH:24]=[C:23]([N:27]4[CH2:28][CH2:29][O:30][CH2:31][CH2:32]4)[CH:22]=3)[C:17]([CH3:33])([CH3:34])[CH2:16][C:15]=2[C:14]([C:35]([NH:9][S:6]([CH:3]2[CH2:5][CH2:4]2)(=[O:8])=[O:7])=[O:36])=[CH:13][CH:12]=1. The yield is 0.400. (5) The reactants are [CH3:1][N:2]([CH3:14])[C:3]([N:5]1[CH2:10][CH2:9][CH:8]([C:11]([OH:13])=O)[CH2:7][CH2:6]1)=[O:4].S(Cl)(Cl)=O.N1C=CC=CC=1.[NH2:25][C:26]1[S:27][C:28]([N:36]2[CH2:41][CH2:40][O:39][CH2:38][CH2:37]2)=[C:29]([C:31]2[O:32][CH:33]=[CH:34][CH:35]=2)[N:30]=1. The catalyst is ClCCl. The yield is 0.810. The product is [CH3:14][N:2]([CH3:1])[C:3]([N:5]1[CH2:6][CH2:7][CH:8]([C:11]([NH:25][C:26]2[S:27][C:28]([N:36]3[CH2:37][CH2:38][O:39][CH2:40][CH2:41]3)=[C:29]([C:31]3[O:32][CH:33]=[CH:34][CH:35]=3)[N:30]=2)=[O:13])[CH2:9][CH2:10]1)=[O:4]. (6) The reactants are [C:1]([C:3]([CH3:14])([CH3:13])[CH:4]([NH:6][S@@](C(C)(C)C)=O)[CH3:5])#[N:2].[ClH:15]. The catalyst is CO. The product is [ClH:15].[NH2:6][C@@H:4]([CH3:5])[C:3]([CH3:14])([CH3:13])[C:1]#[N:2]. The yield is 0.940. (7) The reactants are N[C@@H:2]1[CH2:7][CH2:6][N:5]([C:8]([O:10][C:11]([CH3:14])([CH3:13])[CH3:12])=[O:9])[CH2:4][C@H:3]1[OH:15].CCN(CC)CC.[C:23](ON1C(=O)CCC1=O)([O:25][CH2:26][C:27]1[CH:32]=[CH:31][CH:30]=[CH:29][CH:28]=1)=[O:24]. The catalyst is C(Cl)Cl.CCOC(C)=O. The product is [CH2:26]([O:25][C:23]([C@@H:2]1[CH2:7][CH2:6][N:5]([C:8]([O:10][C:11]([CH3:14])([CH3:13])[CH3:12])=[O:9])[CH2:4][C@@H:3]1[OH:15])=[O:24])[C:27]1[CH:32]=[CH:31][CH:30]=[CH:29][CH:28]=1. The yield is 0.990. (8) The reactants are [S:1]1[C:5]2[CH:6]=[CH:7][C:8]([NH:10][C:11]3[C:20]4[C:15](=[CH:16][CH:17]=[C:18]([S:21]([CH:24]5[CH2:29][CH2:28][N:27](C(OC(C)(C)C)=O)[CH2:26][CH2:25]5)(=[O:23])=[O:22])[CH:19]=4)[N:14]=[CH:13][CH:12]=3)=[CH:9][C:4]=2[N:3]=[CH:2]1.Cl.C(=O)(O)[O-].[Na+]. The catalyst is C(Cl)Cl. The product is [S:1]1[C:5]2[CH:6]=[CH:7][C:8]([NH:10][C:11]3[C:20]4[C:15](=[CH:16][CH:17]=[C:18]([S:21]([CH:24]5[CH2:29][CH2:28][NH:27][CH2:26][CH2:25]5)(=[O:22])=[O:23])[CH:19]=4)[N:14]=[CH:13][CH:12]=3)=[CH:9][C:4]=2[N:3]=[CH:2]1. The yield is 0.230. (9) The reactants are [NH:1]1[CH:5]=[C:4]([C:6]2[C:7]3[CH:14]=[CH:13][N:12]([CH2:15][O:16][CH2:17][CH2:18][Si:19]([CH3:22])([CH3:21])[CH3:20])[C:8]=3[N:9]=[CH:10][N:11]=2)[CH:3]=[N:2]1.[CH:23]1([C:28]#[C:29][C:30]([O:32][CH3:33])=[O:31])[CH2:27][CH2:26][CH2:25][CH2:24]1.C(#N)C.N12CCCN=C1CCCCC2.Cl. No catalyst specified. The product is [CH:23]1(/[C:28](/[N:1]2[CH:5]=[C:4]([C:6]3[C:7]4[CH:14]=[CH:13][N:12]([CH2:15][O:16][CH2:17][CH2:18][Si:19]([CH3:22])([CH3:21])[CH3:20])[C:8]=4[N:9]=[CH:10][N:11]=3)[CH:3]=[N:2]2)=[CH:29]\[C:30]([O:32][CH3:33])=[O:31])[CH2:27][CH2:26][CH2:25][CH2:24]1. The yield is 0.380.